Task: Regression/Classification. Given a drug SMILES string, predict its absorption, distribution, metabolism, or excretion properties. Task type varies by dataset: regression for continuous measurements (e.g., permeability, clearance, half-life) or binary classification for categorical outcomes (e.g., BBB penetration, CYP inhibition). For this dataset (ppbr_az), we predict Y.. Dataset: Plasma protein binding rate (PPBR) regression data from AstraZeneca (1) The compound is Cc1nnc(SCC2=C(C(=O)O)N3C(=O)[C@@H](NC(=O)Cn4cnnn4)[C@H]3SC2)s1. The Y is 90.3 %. (2) The molecule is COc1nccnc1NS(=O)(=O)c1ccc(N)cc1. The Y is 76.8 %. (3) The drug is CN[C@@H](C)C(=O)N[C@H](C(=O)N1CCC[C@H]1C(=O)N[C@H](C(=O)OC)C(c1ccccc1)c1ccccc1)C1CCCCC1. The Y is 82.4 %.